From a dataset of Forward reaction prediction with 1.9M reactions from USPTO patents (1976-2016). Predict the product of the given reaction. (1) Given the reactants [Br:1][C:2]1[CH:3]=[C:4]2[C:9](=[CH:10][CH:11]=1)[O:8][C:7]([CH2:13][CH2:14][O:15][CH2:16]OC)([CH3:12])[CH2:6][C:5]2=[O:19].[Li+].C[Si]([N-][Si](C)(C)C)(C)C.C[Si](Cl)(C)C.BrC1C=C2C(=CC=1)OC(CCOCOC)(C)C=C2O[Si](C)(C)C.C([O-])(O)=O.[Na+], predict the reaction product. The product is: [Br:1][C:2]1[CH:11]=[CH:10][C:9]2[O:8][C@@:7]3([CH3:12])[CH2:13][CH2:14][O:15][CH2:16][C@H:6]3[C:5](=[O:19])[C:4]=2[CH:3]=1. (2) Given the reactants [CH3:1][CH:2]([CH2:6][C:7]1[CH:12]=[CH:11][CH:10]=[CH:9][CH:8]=1)[C:3]([OH:5])=O.[NH2:13][C:14]1[CH:15]=[CH:16][C:17]2[O:21][C:20]([C:22]3[CH:27]=[CH:26][N:25]=[CH:24][CH:23]=3)=[N:19][C:18]=2[CH:28]=1, predict the reaction product. The product is: [CH3:1][CH:2]([CH2:6][C:7]1[CH:12]=[CH:11][CH:10]=[CH:9][CH:8]=1)[C:3]([NH:13][C:14]1[CH:15]=[CH:16][C:17]2[O:21][C:20]([C:22]3[CH:23]=[CH:24][N:25]=[CH:26][CH:27]=3)=[N:19][C:18]=2[CH:28]=1)=[O:5]. (3) Given the reactants Cl[C:2]1[C:3]2[CH:10]=[CH:9][NH:8][C:4]=2[N:5]=[CH:6][N:7]=1.[CH:11]([O:14][C:15]1[CH:23]=[C:22]2[C:18]([CH:19]=[N:20][NH:21]2)=[CH:17][C:16]=1[NH2:24])([CH3:13])[CH3:12], predict the reaction product. The product is: [CH3:13][CH:11]([O:14][C:15]1[CH:23]=[C:22]2[C:18]([CH:19]=[N:20][NH:21]2)=[CH:17][C:16]=1[NH:24][C:2]1[C:3]2[CH:10]=[CH:9][NH:8][C:4]=2[N:5]=[CH:6][N:7]=1)[CH3:12]. (4) Given the reactants [C:1]([C:3]1[CH:15]=[CH:14][C:6]2[O:7][CH2:8][C:9]([CH3:13])([CH3:12])[CH2:10][O:11][C:5]=2[CH:4]=1)#[CH:2].[CH2:16]([O:18][C:19](=[O:27])[C:20]1[CH:25]=[CH:24][C:23](Br)=[CH:22][CH:21]=1)[CH3:17].C(NC(C)C)(C)C.O=[Si]=O, predict the reaction product. The product is: [CH2:16]([O:18][C:19](=[O:27])[C:20]1[CH:25]=[CH:24][C:23]([C:2]#[C:1][C:3]2[CH:15]=[CH:14][C:6]3[O:7][CH2:8][C:9]([CH3:12])([CH3:13])[CH2:10][O:11][C:5]=3[CH:4]=2)=[CH:22][CH:21]=1)[CH3:17].